This data is from Reaction yield outcomes from USPTO patents with 853,638 reactions. The task is: Predict the reaction yield, written as a fraction of the theoretical maximum amount of product (1.0 means a 100% yield; for example, 0.34 means a 34% yield). (1) The reactants are [CH2:1]([N:8]1[CH:12]=[C:11]([C:13]2[CH:18]=[CH:17][C:16]([N+:19]([O-])=O)=[CH:15][C:14]=2[O:22][CH:23]([F:25])[F:24])[CH:10]=[N:9]1)[C:2]1[CH:7]=[CH:6][CH:5]=[CH:4][CH:3]=1.[Cl-].[NH4+]. The catalyst is C(O)C.[Zn]. The product is [CH2:1]([N:8]1[CH:12]=[C:11]([C:13]2[CH:18]=[CH:17][C:16]([NH2:19])=[CH:15][C:14]=2[O:22][CH:23]([F:25])[F:24])[CH:10]=[N:9]1)[C:2]1[CH:3]=[CH:4][CH:5]=[CH:6][CH:7]=1. The yield is 0.960. (2) The catalyst is ClCCl. The yield is 0.440. The reactants are C1(N=C=NC2CCCCC2)CCCCC1.[CH2:16]([O:23][C:24]1[C:25](=[O:46])[N:26]2[C:34](=[N:35][C:36]=1[C:37](O)=[O:38])[C:33]1[C:28](=[CH:29][CH:30]=[CH:31][C:32]=1[N:40]1[CH2:45][CH2:44][O:43][CH2:42][CH2:41]1)[O:27]2)[C:17]1[CH:22]=[CH:21][CH:20]=[CH:19][CH:18]=1.[Cl:47][C:48]1[CH:49]=[C:50]([CH:53]=[CH:54][C:55]=1[Cl:56])[CH2:51][NH2:52].ON1C2C=CC=CC=2N=N1. The product is [Cl:47][C:48]1[CH:49]=[C:50]([CH:53]=[CH:54][C:55]=1[Cl:56])[CH2:51][NH:52][C:37]([C:36]1[N:35]=[C:34]2[N:26]([O:27][C:28]3[C:33]2=[C:32]([N:40]2[CH2:41][CH2:42][O:43][CH2:44][CH2:45]2)[CH:31]=[CH:30][CH:29]=3)[C:25](=[O:46])[C:24]=1[O:23][CH2:16][C:17]1[CH:22]=[CH:21][CH:20]=[CH:19][CH:18]=1)=[O:38]. (3) The reactants are [I-].[CH:2]1([CH2:7]P(C2C=CC=CC=2)(C2C=CC=CC=2)C2C=CC=CC=2)[CH2:6][CH2:5][CH2:4][CH2:3]1.C[Si]([N-][Si](C)(C)C)(C)C.[Na+].[CH2:37]([O:39][C:40](=[O:52])[C:41]([C:43]1[CH:48]=[CH:47][C:46]([S:49][CH3:50])=[C:45]([Cl:51])[CH:44]=1)=O)[CH3:38]. The catalyst is O1CCCC1.O. The product is [CH2:37]([O:39][C:40](=[O:52])[C:41]([C:43]1[CH:48]=[CH:47][C:46]([S:49][CH3:50])=[C:45]([Cl:51])[CH:44]=1)=[CH:7][CH:2]1[CH2:6][CH2:5][CH2:4][CH2:3]1)[CH3:38]. The yield is 0.600. (4) The reactants are C[O:2][C:3](=[O:28])[CH2:4][N:5]1[C:11](=[O:12])[C@@H:10]([NH:13][C:14](=[O:23])[CH2:15][CH2:16][C:17]2[CH:22]=[CH:21][CH:20]=[CH:19][CH:18]=2)[CH2:9][NH:8][C:7]2[CH:24]=[CH:25][CH:26]=[CH:27][C:6]1=2.O.[OH-].[Li+]. The catalyst is CO.O. The product is [C:17]1([CH2:16][CH2:15][C:14]([NH:13][C@@H:10]2[C:11](=[O:12])[N:5]([CH2:4][C:3]([OH:28])=[O:2])[C:6]3[CH:27]=[CH:26][CH:25]=[CH:24][C:7]=3[NH:8][CH2:9]2)=[O:23])[CH:22]=[CH:21][CH:20]=[CH:19][CH:18]=1. The yield is 0.880. (5) The reactants are [CH3:1][C:2]1([CH3:24])[CH2:11][CH2:10][C:9]2[C:4](=[CH:5][CH:6]=[C:7]([S:12]([NH:15][CH2:16][C:17]([O:19][C:20]([CH3:23])([CH3:22])[CH3:21])=[O:18])(=[O:14])=[O:13])[CH:8]=2)[O:3]1.CCN(P1(N(C)CCCN1C)=NC(C)(C)C)CC.[Br:43][C:44]1[CH:49]=[CH:48][CH:47]=[C:46]([CH2:50]Br)[CH:45]=1. The catalyst is CC#N. The product is [Br:43][C:44]1[CH:45]=[C:46]([CH:47]=[CH:48][CH:49]=1)[CH2:50][N:15]([CH2:16][C:17]([O:19][C:20]([CH3:23])([CH3:22])[CH3:21])=[O:18])[S:12]([C:7]1[CH:8]=[C:9]2[C:4](=[CH:5][CH:6]=1)[O:3][C:2]([CH3:24])([CH3:1])[CH2:11][CH2:10]2)(=[O:14])=[O:13]. The yield is 0.840. (6) The reactants are [C:1]([CH2:4][CH2:5][CH2:6][O:7][C:8]1[CH:13]=[CH:12][C:11]([S:14]([C:17]2([C:23](OC(C)(C)C)=[O:24])[CH2:22][CH2:21][O:20][CH2:19][CH2:18]2)(=[O:16])=[O:15])=[CH:10][CH:9]=1)(O)=[O:2].O.[OH:31][N:32]1C2C=CC=CC=2N=N1.C(N(CC)CC)C.[C:48]1([CH3:58])[C:49]([C:54]([NH:56][NH2:57])=O)=[CH:50][CH:51]=[CH:52][CH:53]=1.Cl.CN(C)CCCN=C=NCC. The catalyst is CN(C)C=O. The product is [OH:31][NH:32][C:23]([C:17]1([S:14]([C:11]2[CH:10]=[CH:9][C:8]([O:7][CH2:6][CH2:5][CH2:4][C:1]3[O:2][C:54]([C:49]4[CH:50]=[CH:51][CH:52]=[CH:53][C:48]=4[CH3:58])=[N:56][N:57]=3)=[CH:13][CH:12]=2)(=[O:16])=[O:15])[CH2:22][CH2:21][O:20][CH2:19][CH2:18]1)=[O:24]. The yield is 0.830.